From a dataset of Forward reaction prediction with 1.9M reactions from USPTO patents (1976-2016). Predict the product of the given reaction. (1) Given the reactants [CH3:1][N:2]([CH2:24][CH:25]1[CH2:30][CH2:29][N:28](C(OC(C)(C)C)=O)[CH2:27][CH2:26]1)[C:3](=[O:23])/[CH:4]=[CH:5]/[C:6]1[CH:11]=[CH:10][C:9]([C:12]([F:15])([F:14])[F:13])=[CH:8][C:7]=1[CH2:16][N:17]1[N:21]=[N:20][C:19]([CH3:22])=[N:18]1.C(O)(C(F)(F)F)=O.[ClH:45], predict the reaction product. The product is: [ClH:45].[CH3:1][N:2]([CH2:24][CH:25]1[CH2:30][CH2:29][NH:28][CH2:27][CH2:26]1)[C:3](=[O:23])/[CH:4]=[CH:5]/[C:6]1[CH:11]=[CH:10][C:9]([C:12]([F:15])([F:14])[F:13])=[CH:8][C:7]=1[CH2:16][N:17]1[N:21]=[N:20][C:19]([CH3:22])=[N:18]1. (2) Given the reactants O.Cl.[NH2:3][C@H:4]([C:7]([OH:9])=[O:8])[CH2:5][SH:6].[OH-].[Na+].[C:12]([O:17][CH2:18][CH3:19])(=[O:16])[C:13]([CH3:15])=O, predict the reaction product. The product is: [CH3:19][CH2:18][O:17][C:12]([C:13]1([CH3:15])[NH:3][CH:4]([C:7]([OH:9])=[O:8])[CH2:5][S:6]1)=[O:16]. (3) Given the reactants [C:1]1([NH:7][C:8]2[CH:13]=[CH:12][CH:11]=[CH:10][C:9]=2[NH2:14])[CH:6]=[CH:5][CH:4]=[CH:3][CH:2]=1.[Br:15][C:16]1[CH:23]=[CH:22][C:19]([CH:20]=O)=[CH:18][CH:17]=1.CC1C=CC(S(O)(=O)=O)=CC=1, predict the reaction product. The product is: [Br:15][C:16]1[CH:23]=[CH:22][C:19]([C:20]2[N:7]([C:1]3[CH:2]=[CH:3][CH:4]=[CH:5][CH:6]=3)[C:8]3[CH:13]=[CH:12][CH:11]=[CH:10][C:9]=3[N:14]=2)=[CH:18][CH:17]=1. (4) Given the reactants [NH2:1][C:2]1[C:7]([NH2:8])=[CH:6][CH:5]=[CH:4][C:3]=1[OH:9].[ClH:10], predict the reaction product. The product is: [ClH:10].[ClH:10].[NH2:1][C:2]1[C:7]([NH2:8])=[CH:6][CH:5]=[CH:4][C:3]=1[OH:9]. (5) The product is: [NH4+:5].[OH-:4].[CH:7]12[N:12]([C:13]([O:15][C:16]([CH3:19])([CH3:18])[CH3:17])=[O:14])[CH:10]([CH2:9][CH2:8]1)[CH2:11][NH:5][CH2:6]2. Given the reactants FC(F)(F)C([N:5]1[CH2:11][CH:10]2[N:12]([C:13]([O:15][C:16]([CH3:19])([CH3:18])[CH3:17])=[O:14])[CH:7]([CH2:8][CH2:9]2)[CH2:6]1)=[O:4].[OH-].[NH4+], predict the reaction product. (6) Given the reactants [CH3:1][O:2][CH2:3][CH2:4][O:5][C:6]1[CH:7]=[CH:8][C:9]([CH3:37])=[C:10]([C:12]2[C:13]3[CH:20]=[C:19]([CH2:21][O:22][C:23]4[N:28]=[CH:27][C:26](OC(=O)CCC#CC)=[CH:25][CH:24]=4)[CH:18]=[CH:17][C:14]=3[S:15][CH:16]=2)[CH:11]=1.[Li+].[OH-:39].Cl, predict the reaction product. The product is: [CH3:1][O:2][CH2:3][CH2:4][O:5][C:6]1[CH:7]=[CH:8][C:9]([CH3:37])=[C:10]([C:12]2[C:13]3[CH:20]=[C:19]([CH2:21][O:22][C:23]4[N:28]=[CH:27][C:26]([C@@H:10]([C:9]#[C:8][CH3:7])[CH2:11][C:6]([OH:5])=[O:39])=[CH:25][CH:24]=4)[CH:18]=[CH:17][C:14]=3[S:15][CH:16]=2)[CH:11]=1.